Dataset: Catalyst prediction with 721,799 reactions and 888 catalyst types from USPTO. Task: Predict which catalyst facilitates the given reaction. (1) Reactant: [Br:1][C:2]1[CH:15]=[CH:14][CH:13]=[C:12]2[C:3]=1[S:4][C:5]1[CH:6]=[CH:7][C:8]([N+:17]([O-:19])=[O:18])=[CH:9][C:10]=1[C:11]2=O.B.C1COCC1. Product: [Br:1][C:2]1[CH:15]=[CH:14][CH:13]=[C:12]2[C:3]=1[S:4][C:5]1[CH:6]=[CH:7][C:8]([N+:17]([O-:19])=[O:18])=[CH:9][C:10]=1[CH2:11]2. The catalyst class is: 7. (2) Reactant: [CH3:1][O:2][C:3]([C:5]1[O:6][C:7]([CH2:10][O:11][C:12]2[N:13]([C:48]3[CH:53]=[CH:52][CH:51]=[CH:50][CH:49]=3)[N:14]=[C:15]([C:17](=[O:47])[NH:18][C@H:19]([C:29]([N:31]3[CH2:36][CH2:35][N:34]([C:37]4[CH:42]=[CH:41][CH:40]=[C:39]([C:43]([F:46])([F:45])[F:44])[CH:38]=4)[CH2:33][CH2:32]3)=[O:30])[CH2:20][CH2:21][C:22]([O:24]C(C)(C)C)=[O:23])[CH:16]=2)=[CH:8][CH:9]=1)=[O:4]. Product: [CH3:1][O:2][C:3]([C:5]1[O:6][C:7]([CH2:10][O:11][C:12]2[N:13]([C:48]3[CH:53]=[CH:52][CH:51]=[CH:50][CH:49]=3)[N:14]=[C:15]([C:17](=[O:47])[NH:18][C@H:19]([C:29]([N:31]3[CH2:32][CH2:33][N:34]([C:37]4[CH:42]=[CH:41][CH:40]=[C:39]([C:43]([F:46])([F:44])[F:45])[CH:38]=4)[CH2:35][CH2:36]3)=[O:30])[CH2:20][CH2:21][C:22]([OH:24])=[O:23])[CH:16]=2)=[CH:8][CH:9]=1)=[O:4]. The catalyst class is: 157. (3) Reactant: C(OC([N:8]1[CH2:13][CH2:12][CH:11]([CH2:14][O:15][C:16]2[CH:21]=[CH:20][C:19]([C:22]3[N:45](COCC[Si](C)(C)C)[C:25]4[N:26]=[CH:27][N:28]=[C:29]([O:30][C:31]5[CH:36]=[CH:35][C:34]([NH:37][C:38]([NH:40][CH:41]6[CH2:43][CH2:42]6)=[O:39])=[C:33]([Cl:44])[CH:32]=5)[C:24]=4[CH:23]=3)=[CH:18][CH:17]=2)[CH2:10][CH2:9]1)=O)(C)(C)C. Product: [Cl:44][C:33]1[CH:32]=[C:31]([O:30][C:29]2[C:24]3[CH:23]=[C:22]([C:19]4[CH:20]=[CH:21][C:16]([O:15][CH2:14][CH:11]5[CH2:12][CH2:13][NH:8][CH2:9][CH2:10]5)=[CH:17][CH:18]=4)[NH:45][C:25]=3[N:26]=[CH:27][N:28]=2)[CH:36]=[CH:35][C:34]=1[NH:37][C:38]([NH:40][CH:41]1[CH2:42][CH2:43]1)=[O:39]. The catalyst class is: 55. (4) Reactant: [CH3:1][C:2]([CH3:15])([CH3:14])[CH2:3][O:4][C:5]1[CH:10]=[CH:9][C:8](B(O)O)=[CH:7][CH:6]=1.[Cl:16][C:17]1[N:22]=[C:21](Cl)[N:20]=[C:19]([O:24][CH3:25])[N:18]=1.C(=O)([O-])[O-].[Na+].[Na+].O. Product: [Cl:16][C:17]1[N:22]=[C:21]([C:8]2[CH:9]=[CH:10][C:5]([O:4][CH2:3][C:2]([CH3:15])([CH3:14])[CH3:1])=[CH:6][CH:7]=2)[N:20]=[C:19]([O:24][CH3:25])[N:18]=1. The catalyst class is: 133. (5) Product: [Cl:44][C:45]1[CH:51]=[C:50]([CH3:52])[CH:49]=[CH:48][C:46]=1[NH:47][C:31]([C@@H:19]1[C@@H:18]([C:5]2[C:4]([CH:1]3[CH2:2][CH2:3]3)=[C:8]([CH:9]3[CH2:12][CH:11]([CH2:13][C:14]([CH3:16])([CH3:17])[CH3:15])[CH2:10]3)[O:7][N:6]=2)[CH2:22][N:21]([C:23](=[O:30])[CH2:24][CH2:25][C:26]([O:28][CH3:29])=[O:27])[CH2:20]1)=[O:33]. The catalyst class is: 84. Reactant: [CH:1]1([C:4]2[C:5]([C@H:18]3[CH2:22][N:21]([C:23](=[O:30])[CH2:24][CH2:25][C:26]([O:28][CH3:29])=[O:27])[CH2:20][C@@H:19]3[C:31]([OH:33])=O)=[N:6][O:7][C:8]=2[CH:9]2[CH2:12][CH:11]([CH2:13][C:14]([CH3:17])([CH3:16])[CH3:15])[CH2:10]2)[CH2:3][CH2:2]1.CC(N(C)C)=O.S(Cl)(Cl)=O.[Cl:44][C:45]1[CH:51]=[C:50]([CH3:52])[CH:49]=[CH:48][C:46]=1[NH2:47].